This data is from Peptide-MHC class I binding affinity with 185,985 pairs from IEDB/IMGT. The task is: Regression. Given a peptide amino acid sequence and an MHC pseudo amino acid sequence, predict their binding affinity value. This is MHC class I binding data. (1) The peptide sequence is HFDDVANGF. The MHC is HLA-A11:01 with pseudo-sequence HLA-A11:01. The binding affinity (normalized) is 0.0847. (2) The peptide sequence is MKWMMAMKY. The MHC is HLA-A31:01 with pseudo-sequence HLA-A31:01. The binding affinity (normalized) is 0.0847. (3) The peptide sequence is ILIEGIFFV. The MHC is HLA-A02:01 with pseudo-sequence HLA-A02:01. The binding affinity (normalized) is 1.00. (4) The peptide sequence is HIDPMWKVL. The MHC is HLA-B15:01 with pseudo-sequence HLA-B15:01. The binding affinity (normalized) is 0.0847. (5) The peptide sequence is ILSPLTKGIL. The MHC is HLA-A02:01 with pseudo-sequence HLA-A02:01. The binding affinity (normalized) is 0.144. (6) The peptide sequence is SYGNANVSF. The MHC is HLA-B39:01 with pseudo-sequence HLA-B39:01. The binding affinity (normalized) is 0.0847. (7) The peptide sequence is LLANNPPPV. The MHC is HLA-A02:01 with pseudo-sequence HLA-A02:01. The binding affinity (normalized) is 0.706. (8) The peptide sequence is RRRWRRLTV. The MHC is HLA-B53:01 with pseudo-sequence HLA-B53:01. The binding affinity (normalized) is 0.